From a dataset of Full USPTO retrosynthesis dataset with 1.9M reactions from patents (1976-2016). Predict the reactants needed to synthesize the given product. (1) Given the product [NH2:26][C:25]1[C:20]([C:19]#[C:18][C:15]2[CH:16]=[CH:17][C:12]([NH:11][C:8](=[O:9])[O:7][C:1]3[CH:6]=[CH:5][CH:4]=[CH:3][CH:2]=3)=[CH:13][CH:14]=2)=[C:21]([NH2:27])[N:22]=[CH:23][N:24]=1, predict the reactants needed to synthesize it. The reactants are: [C:1]1([O:7][C:8](Cl)=[O:9])[CH:6]=[CH:5][CH:4]=[CH:3][CH:2]=1.[NH2:11][C:12]1[CH:17]=[CH:16][C:15]([C:18]#[C:19][C:20]2[C:21]([NH2:27])=[N:22][CH:23]=[N:24][C:25]=2[NH2:26])=[CH:14][CH:13]=1.N1C=CC=CC=1.O. (2) Given the product [OH:1][C:2]1[C:9]([OH:10])=[CH:8][C:5]([C:6]#[N:7])=[C:4]([C:12]2[CH:21]=[CH:20][C:19]3[C:14](=[CH:15][CH:16]=[C:17]([OH:22])[CH:18]=3)[CH:13]=2)[C:3]=1[C:24]#[N:25], predict the reactants needed to synthesize it. The reactants are: [OH:1][C:2]1[C:9]([O:10]C)=[CH:8][C:5]([C:6]#[N:7])=[C:4]([C:12]2[CH:21]=[CH:20][C:19]3[C:14](=[CH:15][CH:16]=[C:17]([O:22]C)[CH:18]=3)[CH:13]=2)[C:3]=1[C:24]#[N:25].BrC1C(C#N)=C(O)C(OC)=CC=1C#N.COC1C=C2C(=CC=1)C=C(B(O)O)C=C2. (3) Given the product [C:15]([O:14][C:12]([NH:11][CH2:10][C:7]1[CH:8]=[CH:9][C:4]([C:3]([OH:20])=[O:2])=[CH:5][C:6]=1[CH3:19])=[O:13])([CH3:18])([CH3:17])[CH3:16], predict the reactants needed to synthesize it. The reactants are: C[O:2][C:3](=[O:20])[C:4]1[CH:9]=[CH:8][C:7]([CH2:10][NH:11][C:12]([O:14][C:15]([CH3:18])([CH3:17])[CH3:16])=[O:13])=[C:6]([CH3:19])[CH:5]=1.[OH-].[Na+].